This data is from Full USPTO retrosynthesis dataset with 1.9M reactions from patents (1976-2016). The task is: Predict the reactants needed to synthesize the given product. (1) Given the product [CH2:7]([N:14]1[CH2:18][C@H:17]([OH:20])[C@@H:16]([OH:21])[CH2:15]1)[C:8]1[CH:9]=[CH:10][CH:11]=[CH:12][CH:13]=1, predict the reactants needed to synthesize it. The reactants are: [H-].[H-].[H-].[H-].[Li+].[Al+3].[CH2:7]([N:14]1[C:18](=O)[C@H:17]([OH:20])[C@@H:16]([OH:21])[C:15]1=O)[C:8]1[CH:13]=[CH:12][CH:11]=[CH:10][CH:9]=1. (2) Given the product [NH2:33][C:17]1[N:18]=[CH:19][C:20]([C:22]2[CH:23]=[N:24][N:25]([CH:27]3[CH2:32][CH2:31][N:30]([C:4](=[O:5])[CH2:3][O:2][CH3:1])[CH2:29][CH2:28]3)[CH:26]=2)=[CH:21][C:16]=1[C:8]1[O:7][C:15]2[C:10]([N:9]=1)=[N:11][CH:12]=[CH:13][CH:14]=2, predict the reactants needed to synthesize it. The reactants are: [CH3:1][O:2][CH2:3][C:4](Cl)=[O:5].[O:7]1[C:15]2[C:10](=[N:11][CH:12]=[CH:13][CH:14]=2)[N:9]=[C:8]1[C:16]1[C:17]([NH2:33])=[N:18][CH:19]=[C:20]([C:22]2[CH:23]=[N:24][N:25]([CH:27]3[CH2:32][CH2:31][NH:30][CH2:29][CH2:28]3)[CH:26]=2)[CH:21]=1.C(N(CC)CC)C.